Dataset: Full USPTO retrosynthesis dataset with 1.9M reactions from patents (1976-2016). Task: Predict the reactants needed to synthesize the given product. (1) Given the product [C:1]([CH2:8][N:9]1[CH2:22][CH2:21][CH2:20][NH:19][CH2:18][CH2:17][N:16]([CH2:23][C:24]([O:26][C:27]([CH3:28])([CH3:29])[CH3:30])=[O:25])[CH2:15][CH2:14][CH2:13][N:12]([CH2:31][CH2:32][C:33]2[CH:34]=[CH:35][C:36]([NH2:39])=[CH:37][CH:38]=2)[CH2:11][CH2:10]1)([O:3][C:4]([CH3:5])([CH3:6])[CH3:7])=[O:2], predict the reactants needed to synthesize it. The reactants are: [C:1]([CH2:8][N:9]1[CH2:22][CH2:21][CH2:20][NH:19][CH2:18][CH2:17][N:16]([CH2:23][C:24]([O:26][C:27]([CH3:30])([CH3:29])[CH3:28])=[O:25])[CH2:15][CH2:14][CH2:13][N:12]([CH2:31][CH2:32][C:33]2[CH:38]=[CH:37][C:36]([N+:39]([O-])=O)=[CH:35][CH:34]=2)[CH2:11][CH2:10]1)([O:3][C:4]([CH3:7])([CH3:6])[CH3:5])=[O:2].CCOCC. (2) Given the product [Cl:18][C:19]1[CH:23]=[CH:22][N:21]([NH:6][C:5]([O:13][CH3:12])=[O:16])[C:20]=1[C:24]([O:26][CH3:27])=[O:25], predict the reactants needed to synthesize it. The reactants are: CC1CC[CH2:5][N:6]=1.ClN1[C:12](=[O:13])CCC1=O.C[O-:16].[Na+].[Cl:18][C:19]1[CH:23]=[CH:22][NH:21][C:20]=1[C:24]([O:26][CH3:27])=[O:25]. (3) Given the product [Cl:15][C:12]1[CH:13]=[CH:14][C:9]([NH:8][C:6](=[O:7])[C:5]2[CH:22]=[CH:23][C:2]([N:29]3[CH2:30][CH2:31][N:26]([CH2:24][CH3:25])[CH2:27][CH2:28]3)=[N:3][CH:4]=2)=[CH:10][C:11]=1[C:16]1[CH:21]=[CH:20][CH:19]=[CH:18][N:17]=1, predict the reactants needed to synthesize it. The reactants are: Cl[C:2]1[CH:23]=[CH:22][C:5]([C:6]([NH:8][C:9]2[CH:14]=[CH:13][C:12]([Cl:15])=[C:11]([C:16]3[CH:21]=[CH:20][CH:19]=[CH:18][N:17]=3)[CH:10]=2)=[O:7])=[CH:4][N:3]=1.[CH2:24]([N:26]1[CH2:31][CH2:30][NH:29][CH2:28][CH2:27]1)[CH3:25].